Dataset: Forward reaction prediction with 1.9M reactions from USPTO patents (1976-2016). Task: Predict the product of the given reaction. Given the reactants [C:1]1([S:7]([C@@H:10]2[CH2:14][C@@H:13]([C:15]([OH:17])=O)[C@H:12]([C:18]([N:20]3[CH2:25][CH2:24][O:23][CH2:22][CH2:21]3)=[O:19])[CH2:11]2)(=[O:9])=[O:8])[CH:6]=[CH:5][CH:4]=[CH:3][CH:2]=1.Cl.[NH2:27][CH2:28][C:29]#[N:30].C(N(C(C)C)CC)(C)C.O.ON1C2C=CC=CC=2N=N1.Cl.CN(C)CCCN=C=NCC, predict the reaction product. The product is: [C:28]([CH2:29][NH:30][C:15]([C@@H:13]1[CH2:14][C@@H:10]([S:7]([C:1]2[CH:6]=[CH:5][CH:4]=[CH:3][CH:2]=2)(=[O:8])=[O:9])[CH2:11][C@H:12]1[C:18]([N:20]1[CH2:25][CH2:24][O:23][CH2:22][CH2:21]1)=[O:19])=[O:17])#[N:27].